Dataset: Experimentally validated miRNA-target interactions with 360,000+ pairs, plus equal number of negative samples. Task: Binary Classification. Given a miRNA mature sequence and a target amino acid sequence, predict their likelihood of interaction. (1) The miRNA is mmu-miR-337-5p with sequence CGGCGUCAUGCAGGAGUUGAUU. The protein sequence of the target gene is MTEPSQKNNSTQQELTNHLFPEKSSQIGQKQLQQIERQLKCLAFQNPGPQVADFNPETRQQKKKARMSKMNEYFSVKYKVMKKYDKSGRLICNDVDLCDCLEKNCLGCFYPCPKCNSNKCGPECRCNRRWVYDAIVTESGEVINTLPFSVPD. Result: 0 (no interaction). (2) The miRNA is hsa-miR-29a-5p with sequence ACUGAUUUCUUUUGGUGUUCAG. The protein sequence of the target gene is MAGGPPKALPSTGPHSLRDMPHPLAGSSSEEAVGGDSTPSPDLLMARSFGDKDLILPNGGTPAGTSSPASSSSLLNRLQLDDDIDGETRDLFVIVDDPKKHVCTMETYITYRITTKSTRVEFDLPEYSVRRRYQDFDWLRSKLEESQPTHLIPPLPEKFVVKGVVDRFSEEFVETRRKALDKFLKRITDHPVLSFNEHFNIFLTAKDLNAYKKQGIALLTRMGESVKHVTGGYKLRTRPLEFAAIGDYLDTFALKLGTIDRIAQRIIKEEIEYLVELREYGPVYSTWSALEGELAEPLEG.... Result: 0 (no interaction). (3) The miRNA is hsa-miR-548aq-3p with sequence CAAAAACUGCAAUUACUUUUGC. The protein sequence of the target gene is MWYHRLSHLHSRLQDLLKGGVIYPALPQPNFKSLLPLAVHWHHTASKSLTCAWQQHEDHFELKYANTVMRFDYVWLRDHCRSASCYNSKTHQRSLDTASVDLCIKPKTIRLDETTLFFTWPDGHVTKYDLNWLVKNSYEGQKQKVIQPRILWNAEIYQQAQVPSVDCQSFLETNEGLKKFLQNFLLYGIAFVENVPPTQEHTEKLAERISLIRETIYGRMWYFTSDFSRGDTAYTKLALDRHTDTTYFQEPCGIQVFHCLKHEGTGGRTLLVDGFYAAEQVLQKAPEEFELLSKVPLKHE.... Result: 1 (interaction).